Task: Predict the product of the given reaction.. Dataset: Forward reaction prediction with 1.9M reactions from USPTO patents (1976-2016) (1) Given the reactants Cl.[CH2:2]1[C:8]2=[CH:9][C:10]3[CH:11]=[CH:12][CH:13]=[CH:14][C:15]=3[N:7]2[CH2:6][CH2:5][NH:4][CH2:3]1.C(N(CC)CC)C.[F:23][C:24]([F:35])([F:34])[C:25](O[C:25](=[O:26])[C:24]([F:35])([F:34])[F:23])=[O:26], predict the reaction product. The product is: [F:23][C:24]([F:35])([F:34])[C:25]([N:4]1[CH2:3][CH2:2][C:8]2=[CH:9][C:10]3[CH:11]=[CH:12][CH:13]=[CH:14][C:15]=3[N:7]2[CH2:6][CH2:5]1)=[O:26]. (2) The product is: [C:8]1([C:2]([N:14]2[CH2:19][CH2:18][S:17][CH2:16][CH2:15]2)([CH3:7])[C:3]([O:5][CH3:6])=[O:4])[CH:13]=[CH:12][CH:11]=[CH:10][CH:9]=1. Given the reactants Br[C:2]([C:8]1[CH:13]=[CH:12][CH:11]=[CH:10][CH:9]=1)([CH3:7])[C:3]([O:5][CH3:6])=[O:4].[NH:14]1[CH2:19][CH2:18][S:17][CH2:16][CH2:15]1.C(N(CC)CC)C.O, predict the reaction product.